Predict the product of the given reaction. From a dataset of Forward reaction prediction with 1.9M reactions from USPTO patents (1976-2016). (1) Given the reactants O.OC1C2N=NNC=2C=CC=1.C(N(C(C)C)C(C)C)C.Cl.CN(C)CCCN=C=NCC.[F:33][C:34]1[CH:35]=[C:36]([C:41]2[C:45]([CH2:46][O:47][C:48]3[CH:56]=[CH:55][C:51]([C:52](O)=[O:53])=[CH:50][N:49]=3)=[C:44]([CH2:57][OH:58])[O:43][N:42]=2)[CH:37]=[CH:38][C:39]=1[F:40].[NH2:59][N:60]1[CH2:65][CH2:64][O:63][CH2:62][CH2:61]1, predict the reaction product. The product is: [F:33][C:34]1[CH:35]=[C:36]([C:41]2[C:45]([CH2:46][O:47][C:48]3[CH:56]=[CH:55][C:51]([C:52]([NH:59][N:60]4[CH2:65][CH2:64][O:63][CH2:62][CH2:61]4)=[O:53])=[CH:50][N:49]=3)=[C:44]([CH2:57][OH:58])[O:43][N:42]=2)[CH:37]=[CH:38][C:39]=1[F:40]. (2) Given the reactants Cl.Cl.Cl.[O:4]1[C:12]2[CH:11]=[CH:10][N:9]=[C:8]([N:13]3[CH2:18][CH2:17][N:16]([CH2:19][CH2:20][C@H:21]4[CH2:26][CH2:25][C@H:24]([NH2:27])[CH2:23][CH2:22]4)[CH2:15][CH2:14]3)[C:7]=2[CH2:6][CH2:5]1.[C:28]([C:30]1[CH:38]=[CH:37][C:33]([C:34](O)=[O:35])=[CH:32][CH:31]=1)#[N:29], predict the reaction product. The product is: [C:28]([C:30]1[CH:38]=[CH:37][C:33]([C:34]([NH:27][C@H:24]2[CH2:25][CH2:26][C@H:21]([CH2:20][CH2:19][N:16]3[CH2:17][CH2:18][N:13]([C:8]4[C:7]5[CH2:6][CH2:5][O:4][C:12]=5[CH:11]=[CH:10][N:9]=4)[CH2:14][CH2:15]3)[CH2:22][CH2:23]2)=[O:35])=[CH:32][CH:31]=1)#[N:29]. (3) Given the reactants [C:1]([O:5][C:6]([N:8]1[C:16]2[C:11](=[CH:12][C:13]([C:17](C)(C)[O:18][SiH2]C(C)(C)C)=[CH:14][CH:15]=2)[CH:10]=[C:9]1[C:26]1[C:27]2[S:40][C:39]([CH2:41][N:42]3[CH2:47][CH2:46][CH2:45][CH2:44][CH2:43]3)=[CH:38][C:28]=2[N:29]([C:31]([O:33][C:34]([CH3:37])([CH3:36])[CH3:35])=[O:32])[N:30]=1)=[O:7])([CH3:4])([CH3:3])[CH3:2].CCCC[N+](CCCC)(CCCC)CCCC.[F-], predict the reaction product. The product is: [C:1]([O:5][C:6]([N:8]1[C:16]2[C:11](=[CH:12][C:13]([CH2:17][OH:18])=[CH:14][CH:15]=2)[CH:10]=[C:9]1[C:26]1[C:27]2[S:40][C:39]([CH2:41][N:42]3[CH2:43][CH2:44][CH2:45][CH2:46][CH2:47]3)=[CH:38][C:28]=2[N:29]([C:31]([O:33][C:34]([CH3:37])([CH3:36])[CH3:35])=[O:32])[N:30]=1)=[O:7])([CH3:2])([CH3:3])[CH3:4]. (4) Given the reactants [NH:1]1[CH2:5][CH2:4][CH2:3][CH2:2]1.Cl[C:7]1[N:12]=[CH:11][C:10]([C:13]2[CH:31]=[N:30][C:16]3[NH:17][CH2:18][CH2:19][N:20]([CH2:21][C:22]4[CH:27]=[C:26]([Cl:28])[CH:25]=[CH:24][C:23]=4[Cl:29])[C:15]=3[CH:14]=2)=[CH:9][CH:8]=1, predict the reaction product. The product is: [Cl:29][C:23]1[CH:24]=[CH:25][C:26]([Cl:28])=[CH:27][C:22]=1[CH2:21][N:20]1[CH2:19][CH2:18][NH:17][C:16]2[N:30]=[CH:31][C:13]([C:10]3[CH:11]=[N:12][C:7]([N:1]4[CH2:5][CH2:4][CH2:3][CH2:2]4)=[CH:8][CH:9]=3)=[CH:14][C:15]1=2. (5) Given the reactants N#N.[CH3:3][O:4][C:5]1[C:15]([O:16][CH3:17])=[C:14]([O:18][CH3:19])[CH:13]=[CH:12][C:6]=1/[CH:7]=[CH:8]/[C:9](O)=[O:10].C(Cl)(=O)C([Cl:23])=O, predict the reaction product. The product is: [CH3:3][O:4][C:5]1[C:15]([O:16][CH3:17])=[C:14]([O:18][CH3:19])[CH:13]=[CH:12][C:6]=1/[CH:7]=[CH:8]/[C:9]([Cl:23])=[O:10]. (6) Given the reactants [CH2:1]([NH:3][S:4]([C:7]1[C:12]([Cl:13])=[CH:11][CH:10]=[C:9]([N+:14]([O-])=O)[C:8]=1[OH:17])(=[O:6])=[O:5])[CH3:2].[H][H], predict the reaction product. The product is: [CH2:1]([NH:3][S:4]([C:7]1[C:12]([Cl:13])=[CH:11][CH:10]=[C:9]([NH2:14])[C:8]=1[OH:17])(=[O:5])=[O:6])[CH3:2].